Dataset: Reaction yield outcomes from USPTO patents with 853,638 reactions. Task: Predict the reaction yield, written as a fraction of the theoretical maximum amount of product (1.0 means a 100% yield; for example, 0.34 means a 34% yield). (1) The reactants are I[C:2]1[N:3]=[C:4]2[C:10]3[CH:11]=[CH:12][C:13]([C:15]([O:17][CH3:18])=[O:16])=[CH:14][C:9]=3[O:8][CH2:7][CH2:6][N:5]2[CH:19]=1.[Cu](C#N)[C:21]#[N:22]. The catalyst is CN(C=O)C. The product is [C:21]([C:2]1[N:3]=[C:4]2[C:10]3[CH:11]=[CH:12][C:13]([C:15]([O:17][CH3:18])=[O:16])=[CH:14][C:9]=3[O:8][CH2:7][CH2:6][N:5]2[CH:19]=1)#[N:22]. The yield is 0.740. (2) The reactants are [C:1](=O)([O-])[O-].[Li+].[Li+].[C:7]1([CH:15]=[CH:14][CH:13]=[C:11]([OH:12])[C:9]=1[OH:10])[OH:8].CI.O. The catalyst is CN(C)C=O. The product is [CH3:1][O:10][C:9]1[C:7]([OH:8])=[CH:15][CH:14]=[CH:13][C:11]=1[OH:12]. The yield is 0.340. (3) The reactants are [CH:1]1([N:4]2[C:13](=[O:14])[C:12]3[C:7](=[CH:8][CH:9]=[CH:10][CH:11]=3)[NH:6][C:5]2=[O:15])[CH2:3][CH2:2]1.CC(N=P(N1CCCC1)(N1CCCC1)N1CCCC1)(C)C.[C:37]([O:41][C:42](=[O:61])[NH:43][CH2:44][C:45]1[CH:60]=[CH:59][C:48]2[N:49]([CH2:54][CH2:55][CH:56]([CH3:58])[CH3:57])[C:50]([CH2:52]Cl)=[N:51][C:47]=2[CH:46]=1)([CH3:40])([CH3:39])[CH3:38].Cl. The catalyst is CN(C=O)C. The product is [C:37]([O:41][C:42](=[O:61])[NH:43][CH2:44][C:45]1[CH:60]=[CH:59][C:48]2[N:49]([CH2:54][CH2:55][CH:56]([CH3:57])[CH3:58])[C:50]([CH2:52][N:6]3[C:7]4[C:12](=[CH:11][CH:10]=[CH:9][CH:8]=4)[C:13](=[O:14])[N:4]([CH:1]4[CH2:3][CH2:2]4)[C:5]3=[O:15])=[N:51][C:47]=2[CH:46]=1)([CH3:38])([CH3:40])[CH3:39]. The yield is 0.800. (4) The reactants are [F:1][C:2]([F:27])([F:26])[C:3]1[CH:4]=[C:5]([CH:9]([C:16]2[CH:21]=[CH:20][CH:19]=[C:18]([C:22]([F:25])([F:24])[F:23])[CH:17]=2)[N:10]2[CH2:15][CH2:14][NH:13][CH2:12][CH2:11]2)[CH:6]=[CH:7][CH:8]=1.Br[CH2:29][C:30]([O:32][C:33]([CH3:36])([CH3:35])[CH3:34])=[O:31].C(N(CC)CC)C. The catalyst is C(#N)C.O. The product is [F:27][C:2]([F:1])([F:26])[C:3]1[CH:4]=[C:5]([CH:9]([C:16]2[CH:21]=[CH:20][CH:19]=[C:18]([C:22]([F:23])([F:24])[F:25])[CH:17]=2)[N:10]2[CH2:15][CH2:14][N:13]([CH2:29][C:30]([O:32][C:33]([CH3:36])([CH3:35])[CH3:34])=[O:31])[CH2:12][CH2:11]2)[CH:6]=[CH:7][CH:8]=1. The yield is 0.500. (5) The yield is 0.980. The reactants are [Cl:1][C:2]1[CH:7]=[CH:6][C:5]([C:8]([CH3:13])([CH3:12])[C:9](O)=[O:10])=[CH:4][CH:3]=1.S(Cl)([Cl:16])=O. The catalyst is C1(C)C=CC=CC=1.CCCCCC. The product is [Cl:1][C:2]1[CH:7]=[CH:6][C:5]([C:8]([CH3:13])([CH3:12])[C:9]([Cl:16])=[O:10])=[CH:4][CH:3]=1. (6) The reactants are Br[CH2:2][CH2:3][O:4][C:5]1[CH:10]=[C:9](F)[CH:8]=[CH:7][C:6]=1[N+:12]([O-:14])=[O:13].[C:15](=[O:18])([O-])[O-].[K+].[K+].[NH:21]1[CH2:26][CH2:25][O:24][CH2:23][CH2:22]1. The catalyst is C(#N)C. The product is [O:24]1[CH2:25][CH2:26][N:21]([C:9]2[CH:8]=[CH:7][C:6]([N+:12]([O-:14])=[O:13])=[C:5]([CH:10]=2)[O:4][CH2:3][CH2:2][N:21]2[CH2:26][CH2:15][O:18][CH2:23][CH2:22]2)[CH2:22][CH2:23]1. The yield is 0.250. (7) The reactants are [N:1]1[CH:6]=[CH:5][C:4]([C:7]2[NH:11][C:10]3[CH:12]=[CH:13][C:14]([C:16]4[CH:17]=[C:18]([NH2:23])[C:19]([NH2:22])=[CH:20][CH:21]=4)=[CH:15][C:9]=3[N:8]=2)=[CH:3][CH:2]=1.[S:24]1[C:28]2=[N:29][CH:30]=[CH:31][CH:32]=[C:27]2[CH:26]=[C:25]1[CH:33]=O. The catalyst is CC(O)C.O. The product is [N:1]1[CH:2]=[CH:3][C:4]([C:7]2[NH:11][C:10]3[CH:12]=[CH:13][C:14]([C:16]4[CH:21]=[CH:20][C:19]5[NH:22][C:33]([C:25]6[S:24][C:28]7=[N:29][CH:30]=[CH:31][CH:32]=[C:27]7[CH:26]=6)=[N:23][C:18]=5[CH:17]=4)=[CH:15][C:9]=3[N:8]=2)=[CH:5][CH:6]=1. The yield is 0.400.